This data is from Full USPTO retrosynthesis dataset with 1.9M reactions from patents (1976-2016). The task is: Predict the reactants needed to synthesize the given product. (1) Given the product [F:43][C:2]([F:1])([F:42])[C:3]1[CH:4]=[C:5]([C@H:13]2[O:17][C:16](=[O:18])[N:15]([CH2:19][C:20]3[CH:25]=[C:24]([CH:26]([CH3:27])[CH3:28])[CH:23]=[CH:22][C:21]=3[C:29]3[CH:34]=[C:33]([CH:35]([CH3:37])[CH3:36])[C:32]([F:38])=[CH:31][C:30]=3[O:39][CH3:40])[C@H:14]2[CH3:41])[CH:6]=[C:7]([C:9]([F:10])([F:11])[F:12])[CH:8]=1, predict the reactants needed to synthesize it. The reactants are: [F:1][C:2]([F:43])([F:42])[C:3]1[CH:4]=[C:5]([C@H:13]2[O:17][C:16](=[O:18])[N:15]([CH2:19][C:20]3[CH:25]=[C:24]([C:26]([CH3:28])=[CH2:27])[CH:23]=[CH:22][C:21]=3[C:29]3[CH:34]=[C:33]([CH:35]([CH3:37])[CH3:36])[C:32]([F:38])=[CH:31][C:30]=3[O:39][CH3:40])[C@H:14]2[CH3:41])[CH:6]=[C:7]([C:9]([F:12])([F:11])[F:10])[CH:8]=1. (2) Given the product [CH3:3][C:2]1[C:1](=[O:8])[N:9]([C:10]2[CH:11]=[C:12]([NH:19][C:20](=[O:26])[O:21][C:22]([CH3:24])([CH3:23])[CH3:25])[CH:13]=[C:14]([N+:16]([O-:18])=[O:17])[CH:15]=2)[C:5](=[O:7])[CH:4]=1, predict the reactants needed to synthesize it. The reactants are: [C:1]1(=[O:8])[O:7][C:5](=O)[CH:4]=[C:2]1[CH3:3].[NH2:9][C:10]1[CH:11]=[C:12]([NH:19][C:20](=[O:26])[O:21][C:22]([CH3:25])([CH3:24])[CH3:23])[CH:13]=[C:14]([N+:16]([O-:18])=[O:17])[CH:15]=1.C(N)(=O)/C=C\C(N)=O.C[Si](N[Si](C)(C)C)(C)C. (3) Given the product [Cl:1][C:2]1[CH:18]=[CH:17][C:5]2[CH2:6][CH2:7][N:8]([C:11](=[O:16])[C:12]([F:15])([F:14])[F:13])[CH2:9][CH2:10][C:4]=2[C:3]=1[NH:40][CH2:39][C:38]1[CH:41]=[CH:42][C:35]([CH2:34][C:33]([CH:27]2[CH2:32][CH2:31][CH2:30][CH2:29][CH2:28]2)=[O:43])=[CH:36][CH:37]=1, predict the reactants needed to synthesize it. The reactants are: [Cl:1][C:2]1[CH:18]=[CH:17][C:5]2[CH2:6][CH2:7][N:8]([C:11](=[O:16])[C:12]([F:15])([F:14])[F:13])[CH2:9][CH2:10][C:4]=2[C:3]=1OS(C(F)(F)F)(=O)=O.[CH:27]1([C:33](=[O:43])[CH2:34][C:35]2[CH:42]=[CH:41][C:38]([CH2:39][NH2:40])=[CH:37][CH:36]=2)[CH2:32][CH2:31][CH2:30][CH2:29][CH2:28]1. (4) Given the product [F:18][C:19]1[CH:24]=[CH:23][C:22]([O:1][C:2]2[CH:7]=[CH:6][CH:5]=[CH:4][C:3]=2[C:8]2[C:9]([O:16][CH3:17])=[CH:10][C:11](=[O:15])[N:12]([CH3:14])[N:13]=2)=[CH:21][CH:20]=1, predict the reactants needed to synthesize it. The reactants are: [OH:1][C:2]1[CH:7]=[CH:6][CH:5]=[CH:4][C:3]=1[C:8]1[C:9]([O:16][CH3:17])=[CH:10][C:11](=[O:15])[N:12]([CH3:14])[N:13]=1.[F:18][C:19]1[CH:24]=[CH:23][C:22](B(O)O)=[CH:21][CH:20]=1.C(N(CC)CC)C. (5) Given the product [F:1][C:2]1[CH:3]=[C:4]([CH:22]=[O:23])[C:5]([NH:8][C:9](=[O:14])[C:10]([CH3:11])([CH3:13])[CH3:12])=[N:6][CH:7]=1, predict the reactants needed to synthesize it. The reactants are: [F:1][C:2]1[CH:3]=[CH:4][C:5]([NH:8][C:9](=[O:14])[C:10]([CH3:13])([CH3:12])[CH3:11])=[N:6][CH:7]=1.C([Li])CCC.CN(C)[CH:22]=[O:23]. (6) Given the product [N+:20]([C:23]1[CH:28]=[CH:27][C:26]([O:15][C:14](=[O:16])[C@@H:13]2[CH2:17][CH2:18][CH2:19][N:12]2[C:10](=[O:11])[CH2:9][NH:8][C:1]([O:3][C:4]([CH3:6])([CH3:7])[CH3:5])=[O:2])=[CH:25][CH:24]=1)([O-:22])=[O:21], predict the reactants needed to synthesize it. The reactants are: [C:1]([NH:8][CH2:9][C:10]([N:12]1[CH2:19][CH2:18][CH2:17][C@H:13]1[C:14]([OH:16])=[O:15])=[O:11])([O:3][C:4]([CH3:7])([CH3:6])[CH3:5])=[O:2].[N+:20]([C:23]1[CH:28]=[CH:27][C:26](O)=[CH:25][CH:24]=1)([O-:22])=[O:21].C1CCC(N=C=NC2CCCCC2)CC1.